Predict the reaction yield, written as a fraction of the theoretical maximum amount of product (1.0 means a 100% yield; for example, 0.34 means a 34% yield). From a dataset of Reaction yield outcomes from USPTO patents with 853,638 reactions. (1) The reactants are [Cl:1][C:2]1[CH:7]=[CH:6][C:5]([C@@H:8]2[CH2:12][NH:11][CH2:10][C@H:9]2[C:13]([O:15][CH3:16])=[O:14])=[CH:4][CH:3]=1.CCN(C(C)C)C(C)C.Cl[C:27]1[N:28]=[N:29][C:30]([CH3:33])=[CH:31][CH:32]=1. The catalyst is O1CCOCC1. The product is [Cl:1][C:2]1[CH:7]=[CH:6][C:5]([C@@H:8]2[CH2:12][N:11]([C:27]3[N:28]=[N:29][C:30]([CH3:33])=[CH:31][CH:32]=3)[CH2:10][C@H:9]2[C:13]([O:15][CH3:16])=[O:14])=[CH:4][CH:3]=1. The yield is 0.750. (2) The reactants are [CH3:1][O:2][C:3]1[CH:4]=[CH:5][CH:6]=[C:7]2[C:11]=1[CH:10]([NH:12][C:13]1[O:14][CH2:15][C:16]3[CH:22]=[C:21]([NH2:23])[CH:20]=[CH:19][C:17]=3[N:18]=1)[CH2:9][CH2:8]2.[CH:24]1([S:27](Cl)(=[O:29])=[O:28])[CH2:26][CH2:25]1. No catalyst specified. The product is [CH3:1][O:2][C:3]1[CH:4]=[CH:5][CH:6]=[C:7]2[C:11]=1[CH:10]([NH:12][C:13]1[O:14][CH2:15][C:16]3[CH:22]=[C:21]([NH:23][S:27]([CH:24]4[CH2:26][CH2:25]4)(=[O:29])=[O:28])[CH:20]=[CH:19][C:17]=3[N:18]=1)[CH2:9][CH2:8]2. The yield is 0.610. (3) The reactants are [Cl:1][C:2]1[CH:3]=[C:4]([CH:8]=[C:9]([CH3:12])[C:10]=1[OH:11])[C:5]([OH:7])=O.CN([P+](ON1N=NC2C=CC=CC1=2)(N(C)C)N(C)C)C.F[P-](F)(F)(F)(F)F.C(N(C(C)C)CC)(C)C.[CH3:49][C:50]([Si:53]([CH3:64])([CH3:63])[O:54][C:55]1[CH:56]=[C:57]([CH2:61][NH2:62])[CH:58]=[CH:59][CH:60]=1)([CH3:52])[CH3:51]. The catalyst is ClCCl. The product is [Cl:1][C:2]1[CH:3]=[C:4]([C:5]([NH:62][CH2:61][C:57]2[CH:58]=[CH:59][CH:60]=[C:55]([O:54][Si:53]([C:50]([CH3:52])([CH3:51])[CH3:49])([CH3:63])[CH3:64])[CH:56]=2)=[O:7])[CH:8]=[C:9]([CH3:12])[C:10]=1[OH:11]. The yield is 0.590. (4) The reactants are [CH3:1][O:2][C:3]1[CH:4]=[C:5]2[C:10](=[CH:11][C:12]=1[O:13][CH3:14])[N:9]=[CH:8][CH:7]=[C:6]2[O:15][C:16]1[CH:22]=[CH:21][C:19]([NH2:20])=[C:18]([CH3:23])[C:17]=1[CH3:24].Cl[C:26](Cl)([O:28][C:29](=[O:35])OC(Cl)(Cl)Cl)Cl.[C:37]1([CH2:43]CO)[CH:42]=[CH:41][CH:40]=[CH:39][CH:38]=1.C(=O)(O)[O-].[Na+]. The catalyst is C(Cl)Cl.C(N(CC)CC)C.C1(C)C=CC=CC=1. The product is [CH3:1][O:2][C:3]1[CH:4]=[C:5]2[C:10](=[CH:11][C:12]=1[O:13][CH3:14])[N:9]=[CH:8][CH:7]=[C:6]2[O:15][C:16]1[CH:22]=[CH:21][C:19]([NH:20][C:29](=[O:35])[O:28][CH2:26][CH2:43][C:37]2[CH:42]=[CH:41][CH:40]=[CH:39][CH:38]=2)=[C:18]([CH3:23])[C:17]=1[CH3:24]. The yield is 0.790. (5) The reactants are [C:1]([N:8]1[CH2:13][CH2:12][CH:11]([CH2:14][OH:15])[CH2:10][CH2:9]1)([O:3][C:4]([CH3:7])([CH3:6])[CH3:5])=[O:2].[H-].[Na+].CN(C=O)C.[Br:23][C:24]1[CH:29]=[C:28](Cl)[C:27]([N+:31]([O-:33])=[O:32])=[CH:26][N:25]=1. The catalyst is CCOCC. The product is [Br:23][C:24]1[CH:29]=[C:28]([O:15][CH2:14][CH:11]2[CH2:12][CH2:13][N:8]([C:1]([O:3][C:4]([CH3:7])([CH3:6])[CH3:5])=[O:2])[CH2:9][CH2:10]2)[C:27]([N+:31]([O-:33])=[O:32])=[CH:26][N:25]=1. The yield is 0.620.